The task is: Predict the product of the given reaction.. This data is from Forward reaction prediction with 1.9M reactions from USPTO patents (1976-2016). (1) Given the reactants [NH3:1].CO.C([O:6][C:7](=O)[C:8]([C:11]1[CH:16]=[CH:15][CH:14]=[C:13]([Cl:17])[CH:12]=1)([F:10])[F:9])C, predict the reaction product. The product is: [Cl:17][C:13]1[CH:12]=[C:11]([C:8]([F:10])([F:9])[C:7]([NH2:1])=[O:6])[CH:16]=[CH:15][CH:14]=1. (2) Given the reactants [CH2:1]([O:8][CH2:9][C@H:10]1[C@@H:14]([CH2:15]I)OC(C)(C)[O:11]1)[C:2]1[CH:7]=[CH:6][CH:5]=[CH:4][CH:3]=1, predict the reaction product. The product is: [CH2:1]([O:8][CH2:9][C@H:10]([OH:11])[CH:14]=[CH2:15])[C:2]1[CH:7]=[CH:6][CH:5]=[CH:4][CH:3]=1. (3) Given the reactants C[O:2][C:3]([C:5]1[C:6]([CH2:20][C:21]2[CH:26]=[CH:25][CH:24]=[C:23]([F:27])[C:22]=2[CH3:28])=[C:7]([C:14]2[CH:19]=[CH:18][CH:17]=[CH:16][CH:15]=2)[N:8]2[C:13]=1[CH:12]=[CH:11][CH:10]=[CH:9]2)=[O:4].[OH-].[Na+].Cl, predict the reaction product. The product is: [F:27][C:23]1[C:22]([CH3:28])=[C:21]([CH:26]=[CH:25][CH:24]=1)[CH2:20][C:6]1[C:5]([C:3]([OH:4])=[O:2])=[C:13]2[N:8]([C:7]=1[C:14]1[CH:19]=[CH:18][CH:17]=[CH:16][CH:15]=1)[CH:9]=[CH:10][CH:11]=[CH:12]2. (4) Given the reactants Cl.[F:2][C:3]1[CH:4]=[C:5]([C@H:10]2[N:15]([CH2:16][C:17]([O:19][CH3:20])=[O:18])[C:14](=[O:21])[C:13]3([CH2:27][O:26][CH2:25][CH2:24][O:23][CH2:22]3)[NH:12][CH2:11]2)[CH:6]=[C:7]([F:9])[CH:8]=1.[C:28](=O)([O-])[O-].[K+].[K+].CI, predict the reaction product. The product is: [F:9][C:7]1[CH:6]=[C:5]([C@H:10]2[N:15]([CH2:16][C:17]([O:19][CH3:20])=[O:18])[C:14](=[O:21])[C:13]3([CH2:22][O:23][CH2:24][CH2:25][O:26][CH2:27]3)[N:12]([CH3:28])[CH2:11]2)[CH:4]=[C:3]([F:2])[CH:8]=1.